From a dataset of Full USPTO retrosynthesis dataset with 1.9M reactions from patents (1976-2016). Predict the reactants needed to synthesize the given product. (1) The reactants are: [F:1][C:2]1[CH:22]=[CH:21][C:5]([CH2:6][CH:7]2[CH2:16][C:15]3[C:10](=[CH:11][CH:12]=[CH:13][CH:14]=3)[CH2:9][N:8]2[CH2:17][CH2:18][CH2:19][NH2:20])=[CH:4][CH:3]=1.[N+:23]([C:26]1[CH:31]=[CH:30][C:29]([N:32]=[C:33]=[O:34])=[CH:28][CH:27]=1)([O-:25])=[O:24]. Given the product [F:1][C:2]1[CH:22]=[CH:21][C:5]([CH2:6][CH:7]2[CH2:16][C:15]3[C:10](=[CH:11][CH:12]=[CH:13][CH:14]=3)[CH2:9][N:8]2[CH2:17][CH2:18][CH2:19][NH:20][C:33]([NH:32][C:29]2[CH:28]=[CH:27][C:26]([N+:23]([O-:25])=[O:24])=[CH:31][CH:30]=2)=[O:34])=[CH:4][CH:3]=1, predict the reactants needed to synthesize it. (2) Given the product [CH3:1][N:2]([S:15]([C:18]1[S:19][CH:20]=[CH:21][CH:22]=1)(=[O:16])=[O:17])[C:3]1[CH:4]=[CH:5][CH:6]=[C:7]2[C:11]=1[NH:10][C:9]([C:12]([NH:46][NH:45][C:47](=[O:53])[C:48]([O:50][CH2:51][CH3:52])=[O:49])=[O:13])=[CH:8]2, predict the reactants needed to synthesize it. The reactants are: [CH3:1][N:2]([S:15]([C:18]1[S:19][CH:20]=[CH:21][CH:22]=1)(=[O:17])=[O:16])[C:3]1[CH:4]=[CH:5][CH:6]=[C:7]2[C:11]=1[NH:10][C:9]([C:12](O)=[O:13])=[CH:8]2.N1(O)C2C=CC=CC=2N=N1.Cl.CN(C)CCCN=C=NCC.[NH:45]([C:47](=[O:53])[C:48]([O:50][CH2:51][CH3:52])=[O:49])[NH2:46].